This data is from NCI-60 drug combinations with 297,098 pairs across 59 cell lines. The task is: Regression. Given two drug SMILES strings and cell line genomic features, predict the synergy score measuring deviation from expected non-interaction effect. Cell line: LOX IMVI. Drug 2: CC1CCC2CC(C(=CC=CC=CC(CC(C(=O)C(C(C(=CC(C(=O)CC(OC(=O)C3CCCCN3C(=O)C(=O)C1(O2)O)C(C)CC4CCC(C(C4)OC)O)C)C)O)OC)C)C)C)OC. Synergy scores: CSS=35.3, Synergy_ZIP=0.285, Synergy_Bliss=-2.86, Synergy_Loewe=-21.4, Synergy_HSA=-2.65. Drug 1: CN(CC1=CN=C2C(=N1)C(=NC(=N2)N)N)C3=CC=C(C=C3)C(=O)NC(CCC(=O)O)C(=O)O.